From a dataset of Forward reaction prediction with 1.9M reactions from USPTO patents (1976-2016). Predict the product of the given reaction. (1) Given the reactants [Cl:1][C:2]1[C:3]([C:9](=[O:22])[CH:10]([C:15]2[CH:20]=[CH:19][CH:18]=[CH:17][C:16]=2[F:21])C(OC)=O)=[N:4][CH:5]=[C:6]([Cl:8])[CH:7]=1.[Cl-].[Na+].CS(C)=O, predict the reaction product. The product is: [Cl:1][C:2]1[C:3]([C:9](=[O:22])[CH2:10][C:15]2[CH:20]=[CH:19][CH:18]=[CH:17][C:16]=2[F:21])=[N:4][CH:5]=[C:6]([Cl:8])[CH:7]=1. (2) Given the reactants [CH2:1]([SH:8])[C:2]1[CH:7]=[CH:6][CH:5]=[CH:4][CH:3]=1.Br[C:10]1[CH:15]=[CH:14][C:13]([O:16][CH3:17])=[CH:12][C:11]=1[S:18]([NH:21][C:22]([CH3:25])([CH3:24])[CH3:23])(=[O:20])=[O:19].C(N(CC)C(C)C)(C)C, predict the reaction product. The product is: [CH2:1]([S:8][C:10]1[CH:15]=[CH:14][C:13]([O:16][CH3:17])=[CH:12][C:11]=1[S:18]([NH:21][C:22]([CH3:25])([CH3:24])[CH3:23])(=[O:19])=[O:20])[C:2]1[CH:7]=[CH:6][CH:5]=[CH:4][CH:3]=1. (3) Given the reactants [O:1]=[C:2]1[C:10]2[C:5](=[CH:6][CH:7]=[CH:8][CH:9]=2)[C:4](=[O:11])[N:3]1[CH2:12][CH2:13][N:14]([C:34](=[O:41])[CH2:35][C:36]([O:38][CH2:39][CH3:40])=[O:37])[C:15]1[C:16]([C:29](OCC)=[O:30])=[N:17][CH:18]=[C:19]([CH2:21][C:22]2[CH:27]=[CH:26][C:25]([F:28])=[CH:24][CH:23]=2)[CH:20]=1.C1CCN2C(=NCCC2)CC1.OS([O-])(=O)=O.[Na+], predict the reaction product. The product is: [O:11]=[C:4]1[C:5]2[C:10](=[CH:9][CH:8]=[CH:7][CH:6]=2)[C:2](=[O:1])[N:3]1[CH2:12][CH2:13][N:14]1[C:15]2[C:16](=[N:17][CH:18]=[C:19]([CH2:21][C:22]3[CH:23]=[CH:24][C:25]([F:28])=[CH:26][CH:27]=3)[CH:20]=2)[C:29]([OH:30])=[C:35]([C:36]([O:38][CH2:39][CH3:40])=[O:37])[C:34]1=[O:41]. (4) Given the reactants [OH-].[Na+].[F:3][C:4]1[CH:24]=[CH:23][C:22]([N:25]2[CH2:30][CH2:29][CH2:28][CH:27]([CH2:31][OH:32])[CH2:26]2)=[CH:21][C:5]=1[C:6]([NH:8][C:9]1[C:10]([CH3:20])=[C:11]([CH:16]=[CH:17][C:18]=1[CH3:19])[C:12]([O:14]C)=[O:13])=[O:7].CCO, predict the reaction product. The product is: [F:3][C:4]1[CH:24]=[CH:23][C:22]([N:25]2[CH2:30][CH2:29][CH2:28][CH:27]([CH2:31][OH:32])[CH2:26]2)=[CH:21][C:5]=1[C:6]([NH:8][C:9]1[C:10]([CH3:20])=[C:11]([CH:16]=[CH:17][C:18]=1[CH3:19])[C:12]([OH:14])=[O:13])=[O:7]. (5) Given the reactants [Cl:1][C:2]1[CH:20]=[C:19]([F:21])[C:18]([N:22]2[C:27](=[O:28])[CH:26]=[C:25]([C:29]([F:32])([F:31])[F:30])[N:24]([CH3:33])[C:23]2=[O:34])=[CH:17][C:3]=1[O:4][C:5]1[C:6]([O:11][CH2:12][C:13]([O:15][CH3:16])=[O:14])=[N:7][CH:8]=[CH:9][CH:10]=1.C(=O)([O-])[O-].[Na+].[Na+].[CH2:41](O)[CH2:42]C, predict the reaction product. The product is: [Cl:1][C:2]1[CH:20]=[C:19]([F:21])[C:18]([N:22]2[C:27](=[O:28])[CH:26]=[C:25]([C:29]([F:32])([F:31])[F:30])[N:24]([CH3:33])[C:23]2=[O:34])=[CH:17][C:3]=1[O:4][C:5]1[C:6]([O:11][CH2:12][C:13]([O:15][CH2:16][CH2:41][CH3:42])=[O:14])=[N:7][CH:8]=[CH:9][CH:10]=1. (6) The product is: [Cl:27][C:25]1([Cl:26])[C@H:24]([O:28][Si:29]([CH:33]([CH3:34])[CH3:35])([CH:30]([CH3:31])[CH3:32])[CH:36]([CH3:38])[CH3:37])[C@@H:23]([CH2:39][O:40][Si:41]([CH:42]([CH3:44])[CH3:43])([CH:45]([CH3:47])[CH3:46])[CH:48]([CH3:50])[CH3:49])[O:22][C@H:21]1[N:1]1[CH:8]=[CH:7][C:5](=[O:6])[NH:4][C:2]1=[O:3]. Given the reactants [NH:1]1[CH:8]=[CH:7][C:5](=[O:6])[NH:4][C:2]1=[O:3].S([O-])([O-])(=O)=O.[NH4+].[NH4+].CS(O[CH:21]1[C:25]([Cl:27])([Cl:26])[C@H:24]([O:28][Si:29]([CH:36]([CH3:38])[CH3:37])([CH:33]([CH3:35])[CH3:34])[CH:30]([CH3:32])[CH3:31])[C@@H:23]([CH2:39][O:40][Si:41]([CH:48]([CH3:50])[CH3:49])([CH:45]([CH3:47])[CH3:46])[CH:42]([CH3:44])[CH3:43])[O:22]1)(=O)=O.O([Si](C)(C)C)S(C(F)(F)F)(=O)=O.C(=O)([O-])O.[Na+], predict the reaction product. (7) Given the reactants [NH:1]1[CH:5]=[C:4]([CH2:6][OH:7])[N:3]=[N:2]1.N1C=CN=C1.[CH3:13][C:14]([Si:17](Cl)([CH3:19])[CH3:18])([CH3:16])[CH3:15], predict the reaction product. The product is: [Si:17]([O:7][CH2:6][C:4]1[N:3]=[N:2][NH:1][CH:5]=1)([C:14]([CH3:16])([CH3:15])[CH3:13])([CH3:19])[CH3:18].